This data is from Catalyst prediction with 721,799 reactions and 888 catalyst types from USPTO. The task is: Predict which catalyst facilitates the given reaction. (1) Reactant: [CH3:1][O:2][C:3]1[CH:8]=[CH:7][C:6]([NH:9][C:10]2[C:11](=[O:22])[NH:12][C:13](=[O:21])[C:14]=2[C:15]2[CH:20]=[CH:19][CH:18]=[CH:17][CH:16]=2)=[CH:5][CH:4]=1.CO.N(C(OCC)=O)=N[C:27](OCC)=O.C1(P(C2C=CC=CC=2)C2C=CC=CC=2)C=CC=CC=1. Product: [CH3:1][O:2][C:3]1[CH:4]=[CH:5][C:6]([NH:9][C:10]2[C:11](=[O:22])[N:12]([CH3:27])[C:13](=[O:21])[C:14]=2[C:15]2[CH:20]=[CH:19][CH:18]=[CH:17][CH:16]=2)=[CH:7][CH:8]=1. The catalyst class is: 1. (2) Reactant: [N:1]1[CH:6]=[CH:5][C:4]([CH2:7][CH2:8][CH2:9]O)=[CH:3][CH:2]=1.CC1C=CC(S([Cl:21])(=O)=O)=CC=1. Product: [Cl:21][CH2:9][CH2:8][CH2:7][C:4]1[CH:5]=[CH:6][N:1]=[CH:2][CH:3]=1. The catalyst class is: 17. (3) The catalyst class is: 14. Product: [Br:1][C:2]1[C:3]([CH3:9])=[N:4][C:5]([N:12]2[CH2:13][C@@H:14]3[C@@H:10]([CH2:15]3)[CH:11]2[C:16]([OH:18])=[O:17])=[N:6][CH:7]=1. Reactant: [Br:1][C:2]1[C:3]([CH3:9])=[N:4][C:5](Cl)=[N:6][CH:7]=1.[C@@H:10]12[CH2:15][C@@H:14]1[CH2:13][NH:12][CH:11]2[C:16]([OH:18])=[O:17].CCN(CC)CC. (4) Reactant: [C:1]([CH2:3][C:4]1([CH2:10][N:11]([C@@H:18]2[CH2:20][C@H:19]2[C:21]2[CH:26]=[CH:25][CH:24]=[CH:23][CH:22]=2)[C:12](=[O:17])[C:13]([F:16])([F:15])[F:14])[CH2:9][CH2:8][NH:7][CH2:6][CH2:5]1)#[N:2].CCN(C(C)C)C(C)C.[C:36](Cl)(=[O:38])[CH3:37]. Product: [C:1](#[N:2])[CH3:3].[OH2:17].[C:12]([OH:17])([C:13]([F:16])([F:15])[F:14])=[O:38].[C:36]([N:7]1[CH2:8][CH2:9][C:4]([CH2:3][C:1]#[N:2])([CH2:10][NH:11][C@@H:18]2[CH2:20][C@H:19]2[C:21]2[CH:22]=[CH:23][CH:24]=[CH:25][CH:26]=2)[CH2:5][CH2:6]1)(=[O:38])[CH3:37].[C:12]([OH:17])([C:13]([F:16])([F:15])[F:14])=[O:38]. The catalyst class is: 2. (5) Reactant: [CH3:1][O:2][C:3]1[CH:17]=[C:16]([O:18][CH3:19])[CH:15]=[CH:14][C:4]=1[CH2:5][NH:6][C:7](=[O:13])[C:8]([O:10]CC)=O.[CH3:20][C:21]1[CH:22]=[CH:23][C:24]([CH2:27][CH2:28][NH2:29])=[N:25][CH:26]=1.C(N(CC)CC)C. Product: [CH3:1][O:2][C:3]1[CH:17]=[C:16]([O:18][CH3:19])[CH:15]=[CH:14][C:4]=1[CH2:5][NH:6][C:7](=[O:13])[C:8]([NH:29][CH2:28][CH2:27][C:24]1[CH:23]=[CH:22][C:21]([CH3:20])=[CH:26][N:25]=1)=[O:10]. The catalyst class is: 12. (6) Reactant: [Cl:1][C:2]1[CH:3]=[CH:4][C:5]([O:10][C@H:11]([C:13]2[N:17]([CH3:18])[C:16]([C:19]3[CH:24]=[CH:23][CH:22]=[CH:21][C:20]=3[C:25]([F:28])([F:27])[F:26])=[N:15][N:14]=2)[CH3:12])=[C:6]([CH:9]=1)[C:7]#N.C1(C)C=CC=CC=1.CC(C[AlH]CC(C)C)C.C1(C)C=CC=CC=1.[C@H](O)(C([O-])=O)[C@@H](O)C([O-])=[O:55].[Na+].[K+]. Product: [ClH:1].[Cl:1][C:2]1[CH:3]=[CH:4][C:5]([O:10][C@H:11]([C:13]2[N:17]([CH3:18])[C:16]([C:19]3[CH:24]=[CH:23][CH:22]=[CH:21][C:20]=3[C:25]([F:28])([F:27])[F:26])=[N:15][N:14]=2)[CH3:12])=[C:6]([CH:9]=1)[CH:7]=[O:55]. The catalyst class is: 13. (7) Reactant: [Cl:1][C:2]1[CH:3]=[CH:4][C:5]([F:32])=[C:6]([C:8]2[CH:13]=[CH:12][C:11]([CH2:14][N:15]([CH2:26][C@@H:27]([OH:31])[C:28]([OH:30])=[O:29])[NH:16][C:17]([C:19]3[O:23][N:22]=[C:21]([O:24][CH3:25])[CH:20]=3)=[O:18])=[CH:10][CH:9]=2)[CH:7]=1.[C:33](=[O:41])([O:37][CH:38]([CH3:40])[CH3:39])[O:34][CH2:35]Cl.[Na+].[I-].N1C=CC=CC=1. Product: [CH:38]([O:37][C:33]([O:34][CH2:35][O:29][C:28](=[O:30])[C@H:27]([OH:31])[CH2:26][N:15]([CH2:14][C:11]1[CH:10]=[CH:9][C:8]([C:6]2[CH:7]=[C:2]([Cl:1])[CH:3]=[CH:4][C:5]=2[F:32])=[CH:13][CH:12]=1)[NH:16][C:17]([C:19]1[O:23][N:22]=[C:21]([O:24][CH3:25])[CH:20]=1)=[O:18])=[O:41])([CH3:40])[CH3:39]. The catalyst class is: 18. (8) Reactant: [CH3:1][N:2]1[C:10]2[C:5](=[CH:6][CH:7]=[CH:8][CH:9]=2)[C:4]2([CH2:13][CH2:12][CH2:11]2)[C:3]1=[O:14].[N+:15]([O-])([OH:17])=[O:16]. Product: [CH3:1][N:2]1[C:10]2[C:5](=[CH:6][C:7]([N+:15]([O-:17])=[O:16])=[CH:8][CH:9]=2)[C:4]2([CH2:13][CH2:12][CH2:11]2)[C:3]1=[O:14]. The catalyst class is: 15. (9) Reactant: [Cl:1][C:2]1[CH:7]=[CH:6][C:5]([C:8]2[CH:9]=[C:10]3[C:16]([C:17]([C:19]4[C:20]([F:33])=[C:21]([NH:26][S:27]([CH2:30][CH2:31][CH3:32])(=[O:29])=[O:28])[CH:22]=[CH:23][C:24]=4[F:25])=[O:18])=[CH:15][NH:14][C:11]3=[N:12][CH:13]=2)=[CH:4][CH:3]=1.C(N(CC)CC)C.[C:41](Cl)(=[O:43])[CH3:42]. Product: [Cl:1][C:2]1[CH:7]=[CH:6][C:5]([C:8]2[CH:9]=[C:10]3[C:16]([C:17]([C:19]4[C:20]([F:33])=[C:21]([N:26]([S:27]([CH2:30][CH2:31][CH3:32])(=[O:28])=[O:29])[C:41](=[O:43])[CH3:42])[CH:22]=[CH:23][C:24]=4[F:25])=[O:18])=[CH:15][NH:14][C:11]3=[N:12][CH:13]=2)=[CH:4][CH:3]=1. The catalyst class is: 12.